The task is: Regression/Classification. Given a drug SMILES string, predict its absorption, distribution, metabolism, or excretion properties. Task type varies by dataset: regression for continuous measurements (e.g., permeability, clearance, half-life) or binary classification for categorical outcomes (e.g., BBB penetration, CYP inhibition). Dataset: cyp2d6_veith.. This data is from CYP2D6 inhibition data for predicting drug metabolism from PubChem BioAssay. (1) The compound is Cc1ccc(OCc2nnc(SCC(=O)O)n2N)cc1. The result is 0 (non-inhibitor). (2) The drug is CCOC(=O)c1nc2sc(C)c(C)c2c(=O)[nH]1. The result is 0 (non-inhibitor). (3) The drug is CN(C)c1ccc(/C=C2/C(=O)Nc3ccccc32)cc1. The result is 0 (non-inhibitor). (4) The drug is COc1[nH]c2ccc(F)cc2c1C(=O)OCC1CCN(CCNS(C)(=O)=O)CC1.NS(=O)(=O)O. The result is 0 (non-inhibitor). (5) The molecule is Clc1ccc(Sc2cc(N3CCOCC3)nc(-c3ccccc3)n2)cc1. The result is 0 (non-inhibitor). (6) The molecule is COc1c(Cl)cc(Cl)cc1CNCCNCC(C)O.Cl. The result is 1 (inhibitor). (7) The drug is Cc1nc2c(ccc3nc(NC(=O)c4ccc(S(=O)(=O)N(C)C)cc4)sc32)s1. The result is 0 (non-inhibitor). (8) The drug is O=C(CCN1CCCCC1)c1csc2ccccc12. The result is 1 (inhibitor).